This data is from Full USPTO retrosynthesis dataset with 1.9M reactions from patents (1976-2016). The task is: Predict the reactants needed to synthesize the given product. (1) Given the product [CH2:7]([N:9]1[C:17]2[C:12](=[N:13][CH:14]=[CH:15][CH:16]=2)[C:11]([C:18]2[CH:19]=[CH:20][C:21]([O:22][C:23]3[N:27]([CH:49]([OH:50])[CH3:48])[C:26]4[CH:34]=[CH:35][CH:36]=[CH:37][C:25]=4[N:24]=3)=[CH:38][CH:39]=2)=[N:10]1)[CH3:8], predict the reactants needed to synthesize it. The reactants are: [H-].[H-].[H-].[H-].[Li+].[Al+3].[CH2:7]([N:9]1[C:17]2[C:12](=[N:13][CH:14]=[CH:15][CH:16]=2)[C:11]([C:18]2[CH:39]=[CH:38][C:21]([O:22][C:23]3[N:27](CC(OCC)=O)[C:26]4[CH:34]=[CH:35][CH:36]=[CH:37][C:25]=4[N:24]=3)=[CH:20][CH:19]=2)=[N:10]1)[CH3:8].[O-]S([O-])(=O)=O.[Na+].[Na+].C1C[O:50][CH2:49][CH2:48]1. (2) Given the product [CH:1]1([C:7](=[O:17])[CH2:8][C:9]2[CH:16]=[CH:15][C:12]([CH2:13][NH2:14])=[CH:11][CH:10]=2)[CH2:6][CH2:5][CH2:4][CH2:3][CH2:2]1, predict the reactants needed to synthesize it. The reactants are: [CH:1]1([C:7](=[O:17])[CH2:8][C:9]2[CH:16]=[CH:15][C:12]([C:13]#[N:14])=[CH:11][CH:10]=2)[CH2:6][CH2:5][CH2:4][CH2:3][CH2:2]1. (3) Given the product [C:22]([NH:25][C:26]1[CH:34]=[CH:33][C:29]([C:30]([NH:1][CH2:2][C:3]2[C:4]([NH:15][CH:16]3[CH2:17][CH2:18][O:19][CH2:20][CH2:21]3)=[C:5]3[CH:12]=[N:11][N:10]([CH2:13][CH3:14])[C:6]3=[N:7][C:8]=2[CH3:9])=[O:31])=[CH:28][CH:27]=1)(=[O:24])[CH3:23], predict the reactants needed to synthesize it. The reactants are: [NH2:1][CH2:2][C:3]1[C:8]([CH3:9])=[N:7][C:6]2[N:10]([CH2:13][CH3:14])[N:11]=[CH:12][C:5]=2[C:4]=1[NH:15][CH:16]1[CH2:21][CH2:20][O:19][CH2:18][CH2:17]1.[C:22]([NH:25][C:26]1[CH:34]=[CH:33][C:29]([C:30](Cl)=[O:31])=[CH:28][CH:27]=1)(=[O:24])[CH3:23].CCN(C(C)C)C(C)C. (4) Given the product [F:1][C:2]1[CH:7]=[CH:6][CH:5]=[C:4]([F:8])[C:3]=1[N:9]1[C:14]2=[N:15][C:16]([O:34][CH2:33][CH2:32][OH:35])=[N:17][C:18]([C:19]3[CH:24]=[CH:23][C:22]([F:25])=[CH:21][C:20]=3[CH3:26])=[C:13]2[CH2:12][NH:11][C:10]1=[O:31], predict the reactants needed to synthesize it. The reactants are: [F:1][C:2]1[CH:7]=[CH:6][CH:5]=[C:4]([F:8])[C:3]=1[N:9]1[C:14]2=[N:15][C:16](S(C)(=O)=O)=[N:17][C:18]([C:19]3[CH:24]=[CH:23][C:22]([F:25])=[CH:21][C:20]=3[CH3:26])=[C:13]2[CH2:12][NH:11][C:10]1=[O:31].[CH2:32]([OH:35])[CH2:33][OH:34]. (5) Given the product [OH:1][C:2]1[CH:3]=[C:4]2[C:8](=[CH:9][CH:10]=1)[CH2:7][CH:6]([C:11]([O:13][CH3:19])=[O:12])[CH2:5]2, predict the reactants needed to synthesize it. The reactants are: [OH:1][C:2]1[CH:3]=[C:4]2[C:8](=[CH:9][CH:10]=1)[CH2:7][CH:6]([C:11]([OH:13])=[O:12])[CH2:5]2.OS(O)(=O)=O.[CH3:19]O. (6) Given the product [NH:1]1[C:5]2[CH:6]=[CH:7][CH:8]=[CH:9][C:4]=2[N:3]=[C:2]1[CH2:10][N:11]([CH2:12][C:13]1[CH:14]=[CH:15][C:16]([CH2:19][NH:20][CH2:31][CH2:32][CH2:33][CH3:34])=[CH:17][CH:18]=1)[CH:21]1[C:30]2[N:29]=[CH:28][CH:27]=[CH:26][C:25]=2[CH2:24][CH2:23][CH2:22]1, predict the reactants needed to synthesize it. The reactants are: [NH:1]1[C:5]2[CH:6]=[CH:7][CH:8]=[CH:9][C:4]=2[N:3]=[C:2]1[CH2:10][N:11]([CH:21]1[C:30]2[N:29]=[CH:28][CH:27]=[CH:26][C:25]=2[CH2:24][CH2:23][CH2:22]1)[CH2:12][C:13]1[CH:18]=[CH:17][C:16]([CH2:19][NH2:20])=[CH:15][CH:14]=1.[CH:31](=O)[CH2:32][CH2:33][CH3:34].